This data is from Forward reaction prediction with 1.9M reactions from USPTO patents (1976-2016). The task is: Predict the product of the given reaction. The product is: [CH3:8][O:9][C:10]1[CH:11]=[C:12]2[C:17](=[CH:18][C:19]=1[O:20][CH3:21])[N:16]=[CH:15][N:14]=[C:13]2[N:22]1[CH2:23][CH2:24][CH:25]([NH:28][C:39](=[O:40])[CH2:38][C:35]2[CH:36]=[CH:37][C:32]([CH:29]([CH3:30])[CH3:31])=[CH:33][CH:34]=2)[CH2:26][CH2:27]1. Given the reactants FC(F)(F)C(O)=O.[CH3:8][O:9][C:10]1[CH:11]=[C:12]2[C:17](=[CH:18][C:19]=1[O:20][CH3:21])[N:16]=[CH:15][N:14]=[C:13]2[N:22]1[CH2:27][CH2:26][CH:25]([NH2:28])[CH2:24][CH2:23]1.[CH:29]([C:32]1[CH:37]=[CH:36][C:35]([CH2:38][C:39](O)=[O:40])=[CH:34][CH:33]=1)([CH3:31])[CH3:30].C1C=CC2N(O)N=NC=2C=1.CN(C(ON1N=NC2C=CC=CC1=2)=[N+](C)C)C.F[P-](F)(F)(F)(F)F.CCN(C(C)C)C(C)C, predict the reaction product.